Dataset: Full USPTO retrosynthesis dataset with 1.9M reactions from patents (1976-2016). Task: Predict the reactants needed to synthesize the given product. (1) Given the product [CH3:11][O:12][C:2]1[C:7]([O:8][CH3:9])=[CH:6][CH:5]=[C:4]([I:10])[N:3]=1, predict the reactants needed to synthesize it. The reactants are: Br[C:2]1[C:7]([O:8][CH3:9])=[CH:6][CH:5]=[C:4]([I:10])[N:3]=1.[CH3:11][O-:12].[Na+]. (2) Given the product [CH3:17][C:3]1[CH:4]=[C:5]([O:9][CH2:10][CH2:11][CH2:12][S:13]([CH3:16])(=[O:15])=[O:14])[CH:6]=[C:7]([CH3:8])[C:2]=1[C:24]1[CH:23]=[CH:22][CH:21]=[C:20]([CH:18]=[O:19])[CH:25]=1, predict the reactants needed to synthesize it. The reactants are: Br[C:2]1[C:7]([CH3:8])=[CH:6][C:5]([O:9][CH2:10][CH2:11][CH2:12][S:13]([CH3:16])(=[O:15])=[O:14])=[CH:4][C:3]=1[CH3:17].[CH:18]([C:20]1[CH:21]=[C:22](B(O)O)[CH:23]=[CH:24][CH:25]=1)=[O:19].[Cl-].[Li+].F[B-](F)(F)F.C([PH+](C(C)(C)C)C(C)(C)C)(C)(C)C. (3) Given the product [C:35]([C:37]1[CH:42]=[CH:41][CH:40]=[CH:39][C:38]=1[S:43]([N:4]([CH:1]([CH3:3])[CH3:2])[CH2:5][C:6]([NH:8][CH2:9][C:10]1[CH:15]=[C:14]([C:16]2[CH:17]=[CH:18][C:19]([C:22]([F:24])([F:25])[F:23])=[CH:20][CH:21]=2)[N:13]=[CH:12][N:11]=1)=[O:7])(=[O:45])=[O:44])#[N:36], predict the reactants needed to synthesize it. The reactants are: [CH:1]([NH:4][CH2:5][C:6]([NH:8][CH2:9][C:10]1[CH:15]=[C:14]([C:16]2[CH:21]=[CH:20][C:19]([C:22]([F:25])([F:24])[F:23])=[CH:18][CH:17]=2)[N:13]=[CH:12][N:11]=1)=[O:7])([CH3:3])[CH3:2].C(N(CC)C(C)C)(C)C.[C:35]([C:37]1[CH:42]=[CH:41][CH:40]=[CH:39][C:38]=1[S:43](Cl)(=[O:45])=[O:44])#[N:36].C(OCC)(=O)C. (4) The reactants are: [Cl:1][C:2]1[CH:7]=[CH:6][C:5]([Cl:8])=[CH:4][C:3]=1[C:9]1[C:10]2[C:26](=[O:27])[CH2:25][CH2:24][C:11]=2[N:12]([CH2:16][C:17]([O:19]C(C)(C)C)=[O:18])[C:13](=[O:15])[CH:14]=1.C(O)(C(F)(F)F)=O. Given the product [Cl:1][C:2]1[CH:7]=[CH:6][C:5]([Cl:8])=[CH:4][C:3]=1[C:9]1[C:10]2[C:26](=[O:27])[CH2:25][CH2:24][C:11]=2[N:12]([CH2:16][C:17]([OH:19])=[O:18])[C:13](=[O:15])[CH:14]=1, predict the reactants needed to synthesize it. (5) Given the product [Br:1][C:2]1[CH:3]=[C:4]([NH:8][C:9]2[C:10]3[C:17]4[CH2:18][CH2:19][CH:20]([CH2:22][N:24]5[CH2:25][CH2:26][CH2:27][CH2:28][CH2:29]5)[CH2:21][C:16]=4[S:15][C:11]=3[N:12]=[CH:13][N:14]=2)[CH:5]=[CH:6][CH:7]=1, predict the reactants needed to synthesize it. The reactants are: [Br:1][C:2]1[CH:3]=[C:4]([NH:8][C:9]2[C:10]3[C:17]4[CH2:18][CH2:19][CH:20]([C:22]([N:24]5[CH2:29][CH2:28][CH2:27][CH2:26][CH2:25]5)=O)[CH2:21][C:16]=4[S:15][C:11]=3[N:12]=[CH:13][N:14]=2)[CH:5]=[CH:6][CH:7]=1.[H-].C([Al+]CC(C)C)C(C)C.CC(C[AlH]CC(C)C)C. (6) Given the product [Br:8][C:9]1[CH:14]=[C:13]([C:15]2[O:16][C:17]3[CH:23]=[CH:22][C:21]([CH3:24])=[CH:20][C:18]=3[N:19]=2)[CH:12]=[CH:11][C:10]=1[NH:25][C:3](=[O:4])[C:2]([CH3:7])([CH3:6])[CH3:1], predict the reactants needed to synthesize it. The reactants are: [CH3:1][C:2]([CH3:7])([CH3:6])[C:3](Cl)=[O:4].[Br:8][C:9]1[CH:14]=[C:13]([C:15]2[O:16][C:17]3[CH:23]=[CH:22][C:21]([CH3:24])=[CH:20][C:18]=3[N:19]=2)[CH:12]=[CH:11][C:10]=1[NH2:25].C(N(CC)CC)C. (7) Given the product [CH3:1][O:2][C:3]([C:5]1[N:6]([CH2:19][C:18](=[O:20])[C:15]2[CH:14]=[CH:13][C:12]([C:11]([F:10])([F:21])[F:22])=[CH:17][CH:16]=2)[CH:7]=[CH:8][CH:9]=1)=[O:4], predict the reactants needed to synthesize it. The reactants are: [CH3:1][O:2][C:3]([C:5]1[NH:6][CH:7]=[CH:8][CH:9]=1)=[O:4].[F:10][C:11]([F:22])([F:21])[C:12]1[CH:17]=[CH:16][C:15]([C:18](=[O:20])[CH3:19])=[CH:14][CH:13]=1.C(=O)([O-])[O-].[Cs+].[Cs+].